From a dataset of Full USPTO retrosynthesis dataset with 1.9M reactions from patents (1976-2016). Predict the reactants needed to synthesize the given product. (1) Given the product [C:1]([O:5][C:6](=[O:36])[NH:7][CH:8]([CH2:29][C:30]1[CH:31]=[CH:32][CH:33]=[CH:34][CH:35]=1)[CH:9]([OH:28])[CH2:10][N:11]([CH2:24][CH:25]([CH3:26])[CH3:27])[S:12]([C:15]1[CH:20]=[CH:19][C:18]([NH2:21])=[CH:17][CH:16]=1)(=[O:14])=[O:13])([CH3:3])([CH3:4])[CH3:2], predict the reactants needed to synthesize it. The reactants are: [C:1]([O:5][C:6](=[O:36])[NH:7][CH:8]([CH2:29][C:30]1[CH:35]=[CH:34][CH:33]=[CH:32][CH:31]=1)[CH:9]([OH:28])[CH2:10][N:11]([CH2:24][CH:25]([CH3:27])[CH3:26])[S:12]([C:15]1[CH:20]=[CH:19][C:18]([N+:21]([O-])=O)=[CH:17][CH:16]=1)(=[O:14])=[O:13])([CH3:4])([CH3:3])[CH3:2]. (2) Given the product [O:1]1[CH2:6][CH2:5][O:4][C:3]2[CH:7]=[C:8]([C:11]3[C:12]([CH3:19])=[C:13]([CH:14]=[CH:15][CH:16]=3)[CH2:17][O:18][C:22]3[C:21]([F:20])=[CH:28][C:25]([CH:26]=[O:27])=[C:24]([OH:29])[CH:23]=3)[CH:9]=[CH:10][C:2]1=2, predict the reactants needed to synthesize it. The reactants are: [O:1]1[CH2:6][CH2:5][O:4][C:3]2[CH:7]=[C:8]([C:11]3[C:12]([CH3:19])=[C:13]([CH2:17][OH:18])[CH:14]=[CH:15][CH:16]=3)[CH:9]=[CH:10][C:2]1=2.[F:20][C:21]1[C:22](O)=[CH:23][C:24]([OH:29])=[C:25]([CH:28]=1)[CH:26]=[O:27].C1(P(C2C=CC=CC=2)C2C=CC=CC=2)C=CC=CC=1.N(C(OC(C)C)=O)=NC(OC(C)C)=O. (3) Given the product [CH3:1][N:2]([CH2:3][CH2:4][NH:5][C:6]1[CH:11]=[CH:10][C:9]([NH2:12])=[C:8]([CH3:15])[CH:7]=1)[CH2:16][CH2:17][NH:18][C:19]1[CH:24]=[CH:23][C:22]([NH2:25])=[C:21]([CH3:28])[CH:20]=1, predict the reactants needed to synthesize it. The reactants are: [CH3:1][N:2]([CH2:16][CH2:17][NH:18][C:19]1[CH:24]=[CH:23][C:22]([N+:25]([O-])=O)=[C:21]([CH3:28])[CH:20]=1)[CH2:3][CH2:4][NH:5][C:6]1[CH:11]=[CH:10][C:9]([N+:12]([O-])=O)=[C:8]([CH3:15])[CH:7]=1. (4) Given the product [CH3:10][N:9]([CH3:11])[C:6]1[N:7]=[N:8][CH:3]=[CH:4][C:5]=1[N:12]1[CH2:13][CH2:14][NH:15][CH2:16][CH2:17]1, predict the reactants needed to synthesize it. The reactants are: Cl.Cl[C:3]1[N:8]=[N:7][C:6]([N:9]([CH3:11])[CH3:10])=[C:5]([N:12]2[CH2:17][CH2:16][NH:15][CH2:14][CH2:13]2)[CH:4]=1.C([O-])(=O)C.[Na+]. (5) Given the product [CH2:15]([O:17][C:18](=[O:26])[C:19](=[O:20])[CH2:21][C:11]([C:5]1[C:6]2[O:10][CH2:9][O:8][C:7]=2[C:2]([Br:1])=[CH:3][CH:4]=1)([CH3:13])[CH3:12])[CH3:16], predict the reactants needed to synthesize it. The reactants are: [Br:1][C:2]1[C:7]2[O:8][CH2:9][O:10][C:6]=2[C:5]([C:11](O)([CH3:13])[CH3:12])=[CH:4][CH:3]=1.[CH2:15]([O:17][C:18](=[O:26])[C:19]([O:21][Si](C)(C)C)=[CH2:20])[CH3:16].[Sn+6].[Cl-].C(=O)([O-])[O-].[Na+].[Na+]. (6) Given the product [OH:1][C:2]1[CH:7]=[CH:6][C:5]([C:8]2[C:13]3[CH:14]=[CH:15][S:16][C:12]=3[C:11]([CH:17]=[N:20][OH:21])=[CH:10][CH:9]=2)=[CH:4][CH:3]=1, predict the reactants needed to synthesize it. The reactants are: [OH:1][C:2]1[CH:7]=[CH:6][C:5]([C:8]2[C:13]3[CH:14]=[CH:15][S:16][C:12]=3[C:11]([CH:17]=O)=[CH:10][CH:9]=2)=[CH:4][CH:3]=1.Cl.[NH2:20][OH:21].N1C=CC=CC=1. (7) Given the product [Br:13][C:14]1[CH:19]=[CH:18][C:17]([N:20]2[CH2:25][CH2:24][CH:23]([N:26]([CH3:27])[C:8]([Cl:11])=[O:7])[CH2:22][CH2:21]2)=[CH:16][C:15]=1[O:28][CH3:29], predict the reactants needed to synthesize it. The reactants are: C(=O)([O:7][C:8]([Cl:11])(Cl)Cl)OC(Cl)(Cl)Cl.[Br:13][C:14]1[CH:19]=[CH:18][C:17]([N:20]2[CH2:25][CH2:24][CH:23]([NH:26][CH3:27])[CH2:22][CH2:21]2)=[CH:16][C:15]=1[O:28][CH3:29].C(=O)([O-])[O-].[Na+].[Na+]. (8) Given the product [OH:8][C:9]1[CH:10]=[C:11]([CH:17]([O:21][CH3:22])[C:18]([OH:20])=[O:19])[CH:12]=[CH:13][C:14]=1[O:15][CH3:16], predict the reactants needed to synthesize it. The reactants are: C([O:8][C:9]1[CH:10]=[C:11]([CH:17]([O:21][CH3:22])[C:18]([OH:20])=[O:19])[CH:12]=[CH:13][C:14]=1[O:15][CH3:16])C1C=CC=CC=1.